From a dataset of HIV replication inhibition screening data with 41,000+ compounds from the AIDS Antiviral Screen. Binary Classification. Given a drug SMILES string, predict its activity (active/inactive) in a high-throughput screening assay against a specified biological target. (1) The compound is CN1C(=O)C2CCC1n1c(=O)n(-c3ccccc3)c(=O)n12. The result is 0 (inactive). (2) The molecule is CCN(CC)c1ccc(N=Nc2ccc(-c3nc4ccc[n+](C)c4s3)cc2)cc1.[I-]. The result is 0 (inactive). (3) The compound is CNC(=O)CCCNC(=O)CCCC(=O)OC. The result is 0 (inactive). (4) The molecule is C=C(CBr)CCCOCc1ccccc1. The result is 0 (inactive).